The task is: Regression/Classification. Given a drug SMILES string, predict its absorption, distribution, metabolism, or excretion properties. Task type varies by dataset: regression for continuous measurements (e.g., permeability, clearance, half-life) or binary classification for categorical outcomes (e.g., BBB penetration, CYP inhibition). Dataset: bbb_martins.. This data is from Blood-brain barrier penetration binary classification data from Martins et al.. (1) The molecule is NCCC(Oc1ccc(C(F)(F)F)cc1)c1ccccc1. The result is 1 (penetrates BBB). (2) The compound is COc1cc(NCc2ccc3nc(N)nc(N)c3c2C)cc(OC)c1OC. The result is 0 (does not penetrate BBB). (3) The molecule is COC(=O)[C@H]1[C@H]2C[C@@H]3c4[nH]c5cc(OC)ccc5c4CCN3C[C@H]2C[C@@H](OC(=O)/C=C/c2cc(OC)c(OC)c(OC)c2)[C@@H]1OC. The result is 1 (penetrates BBB). (4) The drug is NCCc1nccs1. The result is 1 (penetrates BBB). (5) The drug is CCCCC1C(=O)N(c2ccccc2)N(c2ccccc2)C1=O. The result is 0 (does not penetrate BBB). (6) The compound is C=C. The result is 1 (penetrates BBB). (7) The compound is S=C1NCCC(COc2ccccc2)O1. The result is 1 (penetrates BBB). (8) The compound is CC1NC(=O)C(NC(=O)c2ncccc2O)C(C)OC(=O)C(c2ccccc2)NC(=O)C2CC(=O)CCN2C(=O)C(Cc2ccc(N(C)C)cc2)N(C)C(=O)C2CCCN2C1=O. The result is 0 (does not penetrate BBB).